From a dataset of Ames mutagenicity test results for genotoxicity prediction. Regression/Classification. Given a drug SMILES string, predict its toxicity properties. Task type varies by dataset: regression for continuous values (e.g., LD50, hERG inhibition percentage) or binary classification for toxic/non-toxic outcomes (e.g., AMES mutagenicity, cardiotoxicity, hepatotoxicity). Dataset: ames. (1) The result is 1 (mutagenic). The compound is CN(C)c1ccc(N=Nc2cccc(CCl)c2)cc1. (2) The compound is CCCBr. The result is 0 (non-mutagenic). (3) The drug is Nc1ccc(-c2ccc(N)c(Br)c2)cc1Br. The result is 1 (mutagenic). (4) The drug is CCC(C)c1cccc(C(C)CC(CC)c2ccc(C[N+](C)(C)C)cc2)c1. The result is 0 (non-mutagenic). (5) The molecule is c1ccc2c(c1)ccc1c3ccccc3sc21. The result is 1 (mutagenic).